From a dataset of Reaction yield outcomes from USPTO patents with 853,638 reactions. Predict the reaction yield, written as a fraction of the theoretical maximum amount of product (1.0 means a 100% yield; for example, 0.34 means a 34% yield). (1) The reactants are [NH2:1][C:2]1[C:11]2[C:6](=[C:7](I)[C:8]([F:12])=[CH:9][CH:10]=2)[N:5]=[N:4][C:3]=1[C:14]([NH:16][CH:17]1[CH2:19][CH2:18]1)=[O:15].[F:20][C:21]1[C:26]([O:27][CH3:28])=[CH:25][CH:24]=[CH:23][C:22]=1B(O)O. No catalyst specified. The product is [NH2:1][C:2]1[C:11]2[C:6](=[C:7]([C:22]3[CH:23]=[CH:24][CH:25]=[C:26]([O:27][CH3:28])[C:21]=3[F:20])[C:8]([F:12])=[CH:9][CH:10]=2)[N:5]=[N:4][C:3]=1[C:14]([NH:16][CH:17]1[CH2:19][CH2:18]1)=[O:15]. The yield is 0.560. (2) The reactants are [H-].[Na+].[CH3:3][C:4]1[S:14][C:7]2[NH:8][C:9](=[O:13])O[C:11](=[O:12])[C:6]=2[CH:5]=1.[F:15][C:16]1[CH:17]=[C:18]([CH:21]=[CH:22][CH:23]=1)[CH2:19]Br.[CH2:24](C(CC)(C([O-])=O)C([O-])=O)[CH3:25].[C:35](=[O:38])([O-])[O-:36].[Na+].[Na+].[CH3:41]N(C=O)C. No catalyst specified. The product is [CH2:24]([O:36][C:35]([C:41]1[C:9](=[O:13])[N:8]([CH2:19][C:18]2[CH:21]=[CH:22][CH:23]=[C:16]([F:15])[CH:17]=2)[C:7]2[S:14][C:4]([CH3:3])=[CH:5][C:6]=2[C:11]=1[OH:12])=[O:38])[CH3:25]. The yield is 0.970.